This data is from Forward reaction prediction with 1.9M reactions from USPTO patents (1976-2016). The task is: Predict the product of the given reaction. Given the reactants [NH2:1][CH:2]1[CH2:6][CH2:5][C:4](=[O:7])[C:3]1([CH3:9])[CH3:8].C(NC(C)C)(C)C.[CH3:17][C:18]([O:21][C:22](O[C:22]([O:21][C:18]([CH3:20])([CH3:19])[CH3:17])=[O:23])=[O:23])([CH3:20])[CH3:19], predict the reaction product. The product is: [CH3:8][C:3]1([CH3:9])[C:4](=[O:7])[CH2:5][CH2:6][CH:2]1[NH:1][C:22](=[O:23])[O:21][C:18]([CH3:20])([CH3:19])[CH3:17].